This data is from Full USPTO retrosynthesis dataset with 1.9M reactions from patents (1976-2016). The task is: Predict the reactants needed to synthesize the given product. Given the product [CH3:15][N:7]1[CH:8]=[C:9]([C:11]([O:13][CH3:14])=[O:12])[CH2:10][C:5]([C:3]([O:2][CH3:1])=[O:4])=[CH:6]1, predict the reactants needed to synthesize it. The reactants are: [CH3:1][O:2][C:3]([C:5]1[CH:6]=[N+:7]([CH3:15])[CH:8]=[C:9]([C:11]([O:13][CH3:14])=[O:12])[CH:10]=1)=[O:4].S(S([O-])=O)([O-])=O.[Na+].[Na+].